Dataset: CYP2C9 inhibition data for predicting drug metabolism from PubChem BioAssay. Task: Regression/Classification. Given a drug SMILES string, predict its absorption, distribution, metabolism, or excretion properties. Task type varies by dataset: regression for continuous measurements (e.g., permeability, clearance, half-life) or binary classification for categorical outcomes (e.g., BBB penetration, CYP inhibition). Dataset: cyp2c9_veith. (1) The molecule is Cc1nn(-c2ccc(F)cc2)c(C)c1NS(=O)(=O)c1ccc2ccccc2c1. The result is 1 (inhibitor). (2) The compound is CC[C@@]1(O)C(=O)OCc2c1cc1n(c2=O)Cc2cc3c(CN(C)C)c(O)ccc3nc2-1.Cl. The result is 0 (non-inhibitor). (3) The molecule is CCOC(=O)N1CCC(NC(=O)CSCc2cnn(-c3ccccc3)c2-n2cccc2)CC1. The result is 1 (inhibitor). (4) The compound is CCOC(=O)CCN1C(=O)[C@@H]2CC=C3C(=O)[C@H]4O[C@H]4[C@@H](O)[C@H]3[C@H]2C1=O. The result is 0 (non-inhibitor). (5) The drug is Cc1nc2c(n1C1CCCCC1)C(=O)c1ccccc1C2=O. The result is 1 (inhibitor). (6) The molecule is CCN(CC)CCCCCCCCOC(=O)c1cc(OC)c(OC)c(OC)c1. The result is 0 (non-inhibitor). (7) The molecule is Ic1cncc(OC[C@@H]2CCN2)c1. The result is 1 (inhibitor).